Dataset: Forward reaction prediction with 1.9M reactions from USPTO patents (1976-2016). Task: Predict the product of the given reaction. (1) The product is: [I:8][C:6]1[CH:5]=[CH:4][N:3]=[C:2]([NH:17][C@H:15]([C:9]2[CH:14]=[CH:13][CH:12]=[CH:11][CH:10]=2)[CH3:16])[CH:7]=1. Given the reactants F[C:2]1[CH:7]=[C:6]([I:8])[CH:5]=[CH:4][N:3]=1.[C:9]1([C@@H:15]([NH2:17])[CH3:16])[CH:14]=[CH:13][CH:12]=[CH:11][CH:10]=1.CS(C)=O, predict the reaction product. (2) Given the reactants [C:1]([C@H:4]([O:23][C:24]([N:26]1[CH2:31][CH2:30][CH:29]([N:32]2[CH2:38][CH2:37][C:36]3[CH:39]=[CH:40][CH:41]=[CH:42][C:35]=3[NH:34][C:33]2=[O:43])[CH2:28][CH2:27]1)=[O:25])[CH2:5][C:6]1[CH:7]=[C:8]2[C:12](=[C:13]([CH3:15])[CH:14]=1)[N:11]([C:16]([O:18][C:19]([CH3:22])([CH3:21])[CH3:20])=[O:17])[N:10]=[CH:9]2)(O)=[O:2].CN(C(ON1N=NC2C=CC=CC1=2)=[N+](C)C)C.[B-](F)(F)(F)F.C(N(CC)CC)C.[CH3:73][N:74]1[CH2:79][CH2:78][N:77]([CH:80]2[CH2:85][CH2:84][NH:83][CH2:82][CH2:81]2)[CH2:76][CH2:75]1, predict the reaction product. The product is: [CH3:15][C:13]1[CH:14]=[C:6]([CH2:5][C@@H:4]([O:23][C:24]([N:26]2[CH2:27][CH2:28][CH:29]([N:32]3[CH2:38][CH2:37][C:36]4[CH:39]=[CH:40][CH:41]=[CH:42][C:35]=4[NH:34][C:33]3=[O:43])[CH2:30][CH2:31]2)=[O:25])[C:1]([N:83]2[CH2:82][CH2:81][CH:80]([N:77]3[CH2:76][CH2:75][N:74]([CH3:73])[CH2:79][CH2:78]3)[CH2:85][CH2:84]2)=[O:2])[CH:7]=[C:8]2[C:12]=1[N:11]([C:16]([O:18][C:19]([CH3:20])([CH3:21])[CH3:22])=[O:17])[N:10]=[CH:9]2. (3) Given the reactants I[C:2]1[C:3]2[O:10][C:9]([C:11]3[CH:12]=[C:13]([NH2:17])[CH:14]=[N:15][CH:16]=3)=[CH:8][C:4]=2[CH:5]=[N:6][CH:7]=1.[C:18]([C:22]1[CH:27]=[CH:26][C:25](B(O)O)=[CH:24][CH:23]=1)([CH3:21])([CH3:20])[CH3:19].C(=O)([O-])[O-].[Na+].[Na+], predict the reaction product. The product is: [C:18]([C:22]1[CH:27]=[CH:26][C:25]([C:2]2[C:3]3[O:10][C:9]([C:11]4[CH:12]=[C:13]([NH2:17])[CH:14]=[N:15][CH:16]=4)=[CH:8][C:4]=3[CH:5]=[N:6][CH:7]=2)=[CH:24][CH:23]=1)([CH3:21])([CH3:20])[CH3:19]. (4) Given the reactants [CH2:1]([N:8]1[CH2:13][CH2:12][C:11]([C:15]2[CH:20]=[CH:19][CH:18]=[CH:17][C:16]=2[C:21]([F:24])([F:23])[F:22])(O)[CH2:10][CH2:9]1)[C:2]1[CH:7]=[CH:6][CH:5]=[CH:4][CH:3]=1.C([O-])(O)=O.[Na+], predict the reaction product. The product is: [CH2:1]([N:8]1[CH2:9][CH:10]=[C:11]([C:15]2[CH:20]=[CH:19][CH:18]=[CH:17][C:16]=2[C:21]([F:24])([F:22])[F:23])[CH2:12][CH2:13]1)[C:2]1[CH:3]=[CH:4][CH:5]=[CH:6][CH:7]=1. (5) Given the reactants [Br:1][C:2]1[CH:3]=[C:4]([CH2:20][C@H:21]([NH:41][C:42](=[O:48])[O:43][C:44]([CH3:47])([CH3:46])[CH3:45])[C:22]2[N:23]([CH2:33][O:34][CH2:35][CH2:36][Si:37]([CH3:40])([CH3:39])[CH3:38])[C:24]([C:27]3[CH:32]=[CH:31][CH:30]=[CH:29][CH:28]=3)=[CH:25][N:26]=2)[CH:5]=[CH:6][C:7]=1[C:8]1[S:12](=[O:14])(=[O:13])[N:11]([C:15]([CH3:18])([CH3:17])[CH3:16])[C:10](=[O:19])[CH:9]=1.CCC(C)[BH-](C(C)CC)C(C)CC.[Li+], predict the reaction product. The product is: [Br:1][C:2]1[CH:3]=[C:4]([CH2:20][C@H:21]([NH:41][C:42](=[O:48])[O:43][C:44]([CH3:47])([CH3:46])[CH3:45])[C:22]2[N:23]([CH2:33][O:34][CH2:35][CH2:36][Si:37]([CH3:39])([CH3:38])[CH3:40])[C:24]([C:27]3[CH:28]=[CH:29][CH:30]=[CH:31][CH:32]=3)=[CH:25][N:26]=2)[CH:5]=[CH:6][C:7]=1[CH:8]1[S:12](=[O:13])(=[O:14])[N:11]([C:15]([CH3:16])([CH3:17])[CH3:18])[C:10](=[O:19])[CH2:9]1. (6) Given the reactants [CH2:1]([N:8]1[C:16]([C:17]2[CH:22]=[CH:21][CH:20]=[CH:19][CH:18]=2)=[C:15]2[C:10]([C:11]([C:23](F)(F)F)=[CH:12][CH:13]=[CH:14]2)=[N:9]1)[C:2]1[CH:7]=[CH:6][CH:5]=[CH:4][CH:3]=1.[OH:27]S(O)(=O)=O.[OH2:32], predict the reaction product. The product is: [CH2:1]([N:8]1[C:16]([C:17]2[CH:22]=[CH:21][CH:20]=[CH:19][CH:18]=2)=[C:15]2[C:10]([C:11]([C:23]([OH:27])=[O:32])=[CH:12][CH:13]=[CH:14]2)=[N:9]1)[C:2]1[CH:7]=[CH:6][CH:5]=[CH:4][CH:3]=1. (7) The product is: [CH3:24][N:21]1[CH2:20][CH2:19][N:18]([C:10]2[CH:9]=[C:8]([CH2:7][C:6]([NH2:29])=[O:25])[C:13]([C:14]([F:16])([F:15])[F:17])=[CH:12][N:11]=2)[CH2:23][CH2:22]1. Given the reactants C(O[C:6](=[O:25])[CH2:7][C:8]1[C:13]([C:14]([F:17])([F:16])[F:15])=[CH:12][N:11]=[C:10]([N:18]2[CH2:23][CH2:22][N:21]([CH3:24])[CH2:20][CH2:19]2)[CH:9]=1)(C)(C)C.C(C1NC=CN=1)(C1[NH:29]C=CN=1)=O.N, predict the reaction product.